Dataset: Peptide-MHC class I binding affinity with 185,985 pairs from IEDB/IMGT. Task: Regression. Given a peptide amino acid sequence and an MHC pseudo amino acid sequence, predict their binding affinity value. This is MHC class I binding data. (1) The peptide sequence is HLTKTDKKY. The MHC is HLA-A68:01 with pseudo-sequence HLA-A68:01. The binding affinity (normalized) is 0.178. (2) The peptide sequence is AVHGYYIGY. The MHC is HLA-A03:01 with pseudo-sequence HLA-A03:01. The binding affinity (normalized) is 0.566.